From a dataset of Catalyst prediction with 721,799 reactions and 888 catalyst types from USPTO. Predict which catalyst facilitates the given reaction. (1) Reactant: [CH3:1][N:2]1[C:6]([CH3:7])=[CH:5][S:4]/[C:3]/1=[N:8]\[N:9]=[CH:10]\[C:11]1[N:12]([CH3:16])[CH:13]=[CH:14][N:15]=1.[S:17]([O:22]C)([O:20][CH3:21])(=[O:19])=[O:18]. Product: [CH3:21][O:20][S:17]([O-:22])(=[O:19])=[O:18].[CH3:1][N:2]1[C:6]([CH3:7])=[CH:5][S:4]/[C:3]/1=[N:8]\[N:9]=[CH:10]\[C:11]1[N:15]([CH3:21])[CH:14]=[CH:13][N+:12]=1[CH3:16]. The catalyst class is: 21. (2) Reactant: [CH3:1][C:2]1[C:6]([C:7]2[C:16]3[O:15][CH:14]([C:17](O)=[O:18])[CH:13]([C:20]4[CH:25]=[CH:24][CH:23]=[CH:22][CH:21]=4)[N:12]4[C:26](=[O:28])[NH:27][C:10]([C:11]=34)=[CH:9][CH:8]=2)=[C:5]([CH3:29])[O:4][N:3]=1.[CH3:30][CH2:31][N:32](C(C)C)C(C)C.CN(C(ON1N=NC2C=CC=NC1=2)=[N+](C)C)C.F[P-](F)(F)(F)(F)F.C(N)C.C1COCC1. Product: [CH3:1][C:2]1[C:6]([C:7]2[C:16]3[O:15][CH:14]([C:17]([NH:32][CH2:31][CH3:30])=[O:18])[CH:13]([C:20]4[CH:21]=[CH:22][CH:23]=[CH:24][CH:25]=4)[N:12]4[C:26](=[O:28])[NH:27][C:10]([C:11]=34)=[CH:9][CH:8]=2)=[C:5]([CH3:29])[O:4][N:3]=1. The catalyst class is: 31. (3) Reactant: [OH:1][C:2]([CH3:37])([CH3:36])[C@H:3]([NH:5][C:6]([C:8]1[C:16]2[C:11](=[N:12][CH:13]=[C:14]([C:17]3[C:25]4[C:20](=[CH:21][C:22]([Cl:26])=[CH:23][CH:24]=4)[N:19]([CH3:27])[N:18]=3)[N:15]=2)[N:10](COCC[Si](C)(C)C)[CH:9]=1)=[O:7])[CH3:4].FC(F)(F)C(O)=O.C(N)CN. Product: [OH:1][C:2]([CH3:36])([CH3:37])[C@H:3]([NH:5][C:6]([C:8]1[C:16]2[C:11](=[N:12][CH:13]=[C:14]([C:17]3[C:25]4[C:20](=[CH:21][C:22]([Cl:26])=[CH:23][CH:24]=4)[N:19]([CH3:27])[N:18]=3)[N:15]=2)[NH:10][CH:9]=1)=[O:7])[CH3:4]. The catalyst class is: 4. (4) Reactant: [H-].[Na+].[NH:3]1[CH:7]=[CH:6][CH:5]=[N:4]1.[CH3:8][N:9]([CH3:14])[S:10](Cl)(=[O:12])=[O:11].C(=O)([O-])O.[Na+]. Product: [CH3:8][N:9]([CH3:14])[S:10]([N:3]1[CH:7]=[CH:6][CH:5]=[N:4]1)(=[O:12])=[O:11]. The catalyst class is: 7. (5) Reactant: Cl.[C:2]1(=[O:13])[C:7]2([CH2:12][CH2:11][NH:10][CH2:9][CH2:8]2)[CH2:6][CH2:5][CH2:4][NH:3]1.C([O-])([O-])=O.[K+].[K+].Cl[C:21]1[CH:30]=[N:29][C:28]2[C:23](=[CH:24][CH:25]=[CH:26][CH:27]=2)[N:22]=1. Product: [N:22]1[C:23]2[C:28](=[CH:27][CH:26]=[CH:25][CH:24]=2)[N:29]=[CH:30][C:21]=1[N:10]1[CH2:11][CH2:12][C:7]2([C:2](=[O:13])[NH:3][CH2:4][CH2:5][CH2:6]2)[CH2:8][CH2:9]1. The catalyst class is: 3.